Predict the reactants needed to synthesize the given product. From a dataset of Full USPTO retrosynthesis dataset with 1.9M reactions from patents (1976-2016). Given the product [CH3:1][O:2][C:3]1[CH:4]=[CH:5][C:6]([OH:12])=[C:7]([C:8]2[O:10][N:16]=[C:15]([C:17]3[C:22]([C:23]([F:26])([F:24])[F:25])=[CH:21][CH:20]=[CH:19][N:18]=3)[N:14]=2)[CH:11]=1, predict the reactants needed to synthesize it. The reactants are: [CH3:1][O:2][C:3]1[CH:11]=[C:7]([C:8]([OH:10])=O)[C:6]([OH:12])=[CH:5][CH:4]=1.O[NH:14][C:15]([C:17]1[C:22]([C:23]([F:26])([F:25])[F:24])=[CH:21][CH:20]=[CH:19][N:18]=1)=[NH:16].